From a dataset of Peptide-MHC class I binding affinity with 185,985 pairs from IEDB/IMGT. Regression. Given a peptide amino acid sequence and an MHC pseudo amino acid sequence, predict their binding affinity value. This is MHC class I binding data. The peptide sequence is MWAQDAAAMF. The MHC is HLA-A02:06 with pseudo-sequence HLA-A02:06. The binding affinity (normalized) is 0.174.